Dataset: Forward reaction prediction with 1.9M reactions from USPTO patents (1976-2016). Task: Predict the product of the given reaction. (1) Given the reactants [NH2:1][C:2]1[CH:7]=[CH:6][C:5]([C:8]2[CH2:12][NH:11][C:10](=[O:13])[CH:9]=2)=[CH:4][C:3]=1[O:14][CH3:15], predict the reaction product. The product is: [NH2:1][C:2]1[CH:7]=[CH:6][C:5]([CH:8]2[CH2:12][NH:11][C:10](=[O:13])[CH2:9]2)=[CH:4][C:3]=1[O:14][CH3:15]. (2) Given the reactants [C:1]([C:3]1[CH:4]=[C:5]2[C:10](=[CH:11][C:12]=1F)[O:9][CH2:8][CH2:7][CH:6]2[C:14]([O:16][CH3:17])=[O:15])#[N:2].[OH:18][C:19]1[CH:31]=[CH:30][C:22]([C:23]([O:25][C:26]([CH3:29])([CH3:28])[CH3:27])=[O:24])=[CH:21][CH:20]=1.C([O-])([O-])=O.[K+].[K+], predict the reaction product. The product is: [C:26]([O:25][C:23]([C:22]1[CH:21]=[CH:20][C:19]([O:18][C:12]2[CH:11]=[C:10]3[C:5]([CH:6]([C:14]([O:16][CH3:17])=[O:15])[CH2:7][CH2:8][O:9]3)=[CH:4][C:3]=2[C:1]#[N:2])=[CH:31][CH:30]=1)=[O:24])([CH3:29])([CH3:27])[CH3:28]. (3) Given the reactants [C:1]([NH:4][C:5]1[N:9]([CH:10]2[CH2:15][CH2:14][CH2:13][N:12]([C:16]([O:18][CH2:19][C:20]3[CH:25]=[CH:24][CH:23]=[CH:22][CH:21]=3)=[O:17])[CH2:11]2)[N:8]=[C:7]([C:26]2[CH:31]=[CH:30][C:29]([OH:32])=[CH:28][CH:27]=2)[C:6]=1[C:33]#[N:34])(=[O:3])[CH3:2].[Cl:35][C:36]1[CH:37]=[CH:38][C:39](F)=[N:40][CH:41]=1.C(=O)([O-])[O-].[Cs+].[Cs+], predict the reaction product. The product is: [C:1]([NH:4][C:5]1[N:9]([CH:10]2[CH2:15][CH2:14][CH2:13][N:12]([C:16]([O:18][CH2:19][C:20]3[CH:25]=[CH:24][CH:23]=[CH:22][CH:21]=3)=[O:17])[CH2:11]2)[N:8]=[C:7]([C:26]2[CH:27]=[CH:28][C:29]([O:32][C:39]3[CH:38]=[CH:37][C:36]([Cl:35])=[CH:41][N:40]=3)=[CH:30][CH:31]=2)[C:6]=1[C:33]#[N:34])(=[O:3])[CH3:2]. (4) The product is: [Br:1][C:2]1[CH:10]=[C:9]2[C:5]([CH2:6][C:7]3([CH2:27][CH2:26][CH:25]([O:28][CH3:29])[CH2:24][CH2:23]3)[C:8]2([NH:16][S:17]([C:19]([CH3:21])([CH3:22])[CH3:20])=[O:18])[C:11]([O:13][CH2:14][CH3:15])=[O:31])=[CH:4][CH:3]=1. Given the reactants [Br:1][C:2]1[CH:10]=[C:9]2[C:5]([CH2:6][C:7]3([CH2:27][CH2:26][CH:25]([O:28][CH3:29])[CH2:24][CH2:23]3)[C:8]2([NH:16][S:17]([C:19]([CH3:22])([CH3:21])[CH3:20])=[O:18])[C:11]([O:13][CH2:14][CH3:15])=C)=[CH:4][CH:3]=1.C(OC([O-])=O)(OC(C)(C)C)=[O:31], predict the reaction product. (5) The product is: [CH2:16]([C:15]1[C:10]2[C:11](=[N:12][C:7]([C:5]3[N:29]([CH:26]([CH3:28])[CH3:27])[N:2]=[CH:3][CH:4]=3)=[CH:8][CH:9]=2)[N:13]([CH:18]2[CH2:23][CH2:22][O:21][CH2:20][CH2:19]2)[N:14]=1)[CH3:17]. Given the reactants C[N:2](C)/[CH:3]=[CH:4]/[C:5]([C:7]1[N:12]=[C:11]2[N:13]([CH:18]3[CH2:23][CH2:22][O:21][CH2:20][CH2:19]3)[N:14]=[C:15]([CH2:16][CH3:17])[C:10]2=[CH:9][CH:8]=1)=O.Cl.[CH:26]([NH:29]N)([CH3:28])[CH3:27].O1CCCC1.Cl, predict the reaction product. (6) Given the reactants [F:1][C:2]1([F:24])[CH2:7][CH2:6][CH:5]([CH2:8][NH:9][C:10]([C:12]2[C:13]3[CH:14]=[CH:15][C:16](Cl)=[N:17][C:18]=3[CH:19]=[CH:20][C:21]=2[Cl:22])=[O:11])[CH2:4][CH2:3]1.CCN(C(C)C)C(C)C.[CH3:34][N:35]([CH3:41])[C@@H:36]1[CH2:40][CH2:39][NH:38][CH2:37]1, predict the reaction product. The product is: [F:1][C:2]1([F:24])[CH2:7][CH2:6][CH:5]([CH2:8][NH:9][C:10]([C:12]2[C:13]3[CH:14]=[CH:15][C:16]([N:38]4[CH2:39][CH2:40][C@@H:36]([N:35]([CH3:41])[CH3:34])[CH2:37]4)=[N:17][C:18]=3[CH:19]=[CH:20][C:21]=2[Cl:22])=[O:11])[CH2:4][CH2:3]1. (7) Given the reactants Br[C:2]1[CH:3]=[CH:4][C:5]([CH:8]2[CH2:10][CH2:9]2)=[N:6][CH:7]=1.[B:11]1([B:11]2[O:15][C:14]([CH3:17])([CH3:16])[C:13]([CH3:19])([CH3:18])[O:12]2)[O:15][C:14]([CH3:17])([CH3:16])[C:13]([CH3:19])([CH3:18])[O:12]1.C([O-])(=O)C.[K+], predict the reaction product. The product is: [CH:8]1([C:5]2[CH:4]=[CH:3][C:2]([B:11]3[O:15][C:14]([CH3:17])([CH3:16])[C:13]([CH3:19])([CH3:18])[O:12]3)=[CH:7][N:6]=2)[CH2:10][CH2:9]1.